This data is from Reaction yield outcomes from USPTO patents with 853,638 reactions. The task is: Predict the reaction yield, written as a fraction of the theoretical maximum amount of product (1.0 means a 100% yield; for example, 0.34 means a 34% yield). (1) The reactants are [C:1]([C:4]12[CH2:11][CH:8]([CH2:9][CH2:10]1)CC(C(O)=O)C2)(O)=O.C([N:17]([CH2:20][CH3:21])CC)C.C1(P([N:36]=[N+]=[N-])(C2C=CC=CC=2)=O)C=CC=CC=1.[ClH:39]. The catalyst is C1(C)C=CC=CC=1. The product is [ClH:39].[ClH:39].[NH2:36][C:4]12[CH2:11][CH:8]([CH2:9][CH2:10]1)[CH2:21][CH:20]([NH2:17])[CH2:1]2. The yield is 0.790. (2) The reactants are Br[C:2]1[CH:11]=[CH:10][CH:9]=[C:8]2[C:3]=1[CH2:4][N:5]([CH3:21])[C:6](=[O:20])[N:7]2[CH2:12][C:13]1[CH:18]=[CH:17][CH:16]=[C:15]([F:19])[CH:14]=1.[C:22]([N:29]1[CH2:34][CH2:33][NH:32][CH2:31][CH2:30]1)([O:24][C:25]([CH3:28])([CH3:27])[CH3:26])=[O:23].C1C=CC(P(C2C(C3C(P(C4C=CC=CC=4)C4C=CC=CC=4)=CC=C4C=3C=CC=C4)=C3C(C=CC=C3)=CC=2)C2C=CC=CC=2)=CC=1.CC([O-])(C)C.[Na+]. The catalyst is C1(C)C=CC=CC=1.C1C=CC(/C=C/C(/C=C/C2C=CC=CC=2)=O)=CC=1.C1C=CC(/C=C/C(/C=C/C2C=CC=CC=2)=O)=CC=1.C1C=CC(/C=C/C(/C=C/C2C=CC=CC=2)=O)=CC=1.[Pd].[Pd]. The product is [C:25]([O:24][C:22]([N:29]1[CH2:34][CH2:33][N:32]([C:2]2[CH:11]=[CH:10][CH:9]=[C:8]3[C:3]=2[CH2:4][N:5]([CH3:21])[C:6](=[O:20])[N:7]3[CH2:12][C:13]2[CH:18]=[CH:17][CH:16]=[C:15]([F:19])[CH:14]=2)[CH2:31][CH2:30]1)=[O:23])([CH3:28])([CH3:26])[CH3:27]. The yield is 0.350. (3) The reactants are N[C:2]1([C:12]([O:14][CH3:15])=[O:13])[CH:11]=[CH:10][CH:9]=[C:4]([C:5]([O:7][CH3:8])=[O:6])[CH2:3]1.[CH3:16][S:17](Cl)(=[O:19])=[O:18].Cl.[N:22]1C=CC=CC=1. No catalyst specified. The product is [CH3:16][S:17]([NH:22][C:10]1[CH:11]=[C:2]([C:12]([O:14][CH3:15])=[O:13])[CH:3]=[C:4]([CH:9]=1)[C:5]([O:7][CH3:8])=[O:6])(=[O:19])=[O:18]. The yield is 1.00. (4) The reactants are FC(F)(F)C(O)=O.[CH3:8][O:9][C:10](=[O:26])[C:11]1[CH:16]=[CH:15][C:14]([CH2:17][C:18]([O:20]C(C)(C)C)=[O:19])=[C:13]([CH3:25])[CH:12]=1. The catalyst is ClCCl. The product is [CH3:8][O:9][C:10](=[O:26])[C:11]1[CH:16]=[CH:15][C:14]([CH2:17][C:18]([OH:20])=[O:19])=[C:13]([CH3:25])[CH:12]=1. The yield is 0.810. (5) The reactants are [CH3:1][C:2]1[CH:7]=[CH:6][CH:5]=[C:4]([CH3:8])[C:3]=1[C:9]1[CH:17]=[CH:16][CH:15]=[C:14]2[C:10]=1[CH2:11][CH2:12][C:13]2=[O:18].[BH4-].[Na+].O. The catalyst is O1CCCC1.CO. The product is [CH3:1][C:2]1[CH:7]=[CH:6][CH:5]=[C:4]([CH3:8])[C:3]=1[C:9]1[CH:17]=[CH:16][CH:15]=[C:14]2[C:10]=1[CH2:11][CH2:12][CH:13]2[OH:18]. The yield is 0.760.